This data is from TCR-epitope binding with 47,182 pairs between 192 epitopes and 23,139 TCRs. The task is: Binary Classification. Given a T-cell receptor sequence (or CDR3 region) and an epitope sequence, predict whether binding occurs between them. The epitope is VTEHDTLLY. The TCR CDR3 sequence is CASSAATSGSMINEQFF. Result: 0 (the TCR does not bind to the epitope).